From a dataset of NCI-60 drug combinations with 297,098 pairs across 59 cell lines. Regression. Given two drug SMILES strings and cell line genomic features, predict the synergy score measuring deviation from expected non-interaction effect. (1) Drug 1: C1CCN(CC1)CCOC2=CC=C(C=C2)C(=O)C3=C(SC4=C3C=CC(=C4)O)C5=CC=C(C=C5)O. Drug 2: CC1=C(C=C(C=C1)C(=O)NC2=CC(=CC(=C2)C(F)(F)F)N3C=C(N=C3)C)NC4=NC=CC(=N4)C5=CN=CC=C5. Cell line: SN12C. Synergy scores: CSS=-0.908, Synergy_ZIP=0.582, Synergy_Bliss=-0.622, Synergy_Loewe=-1.53, Synergy_HSA=-3.46. (2) Drug 1: CN(C)N=NC1=C(NC=N1)C(=O)N. Drug 2: C1C(C(OC1N2C=C(C(=O)NC2=O)F)CO)O. Cell line: RXF 393. Synergy scores: CSS=27.9, Synergy_ZIP=-5.08, Synergy_Bliss=1.88, Synergy_Loewe=-49.0, Synergy_HSA=2.42. (3) Drug 1: C1=CN(C(=O)N=C1N)C2C(C(C(O2)CO)O)(F)F. Drug 2: C1CC(C1)(C2=CC=C(C=C2)C3=C(C=C4C(=N3)C=CN5C4=NNC5=O)C6=CC=CC=C6)N. Cell line: HCT116. Synergy scores: CSS=60.8, Synergy_ZIP=-0.731, Synergy_Bliss=-4.18, Synergy_Loewe=-14.5, Synergy_HSA=-3.67. (4) Drug 1: CC(C1=C(C=CC(=C1Cl)F)Cl)OC2=C(N=CC(=C2)C3=CN(N=C3)C4CCNCC4)N. Drug 2: C1C(C(OC1N2C=C(C(=O)NC2=O)F)CO)O. Cell line: SK-MEL-28. Synergy scores: CSS=5.79, Synergy_ZIP=-7.30, Synergy_Bliss=-7.71, Synergy_Loewe=-17.3, Synergy_HSA=-10.8. (5) Drug 1: C1=C(C(=O)NC(=O)N1)F. Drug 2: C1C(C(OC1N2C=NC3=C(N=C(N=C32)Cl)N)CO)O. Cell line: SF-295. Synergy scores: CSS=32.4, Synergy_ZIP=-5.77, Synergy_Bliss=-4.15, Synergy_Loewe=-3.12, Synergy_HSA=-2.99.